Dataset: Forward reaction prediction with 1.9M reactions from USPTO patents (1976-2016). Task: Predict the product of the given reaction. (1) Given the reactants [ClH:1].C(OC([N:9]1[CH2:13][C@@H:12]([CH3:14])[CH2:11][C@H:10]1[C:15]1[NH:16][C:17]([C:20]2[CH:25]=[CH:24][C:23]([C:26]3[CH:27]=[C:28]4[C:33](=[CH:34][CH:35]=3)[N:32]=[C:31]([C:36]3[NH:40][C:39]([C@@H:41]5[CH2:45][C@H:44]([CH3:46])[CH2:43][N:42]5C(OC(C)(C)C)=O)=[N:38][CH:37]=3)[CH:30]=[CH:29]4)=[CH:22][CH:21]=2)=[CH:18][N:19]=1)=O)(C)(C)C, predict the reaction product. The product is: [ClH:1].[CH3:46][C@@H:44]1[CH2:43][NH:42][C@H:41]([C:39]2[NH:40][C:36]([C:31]3[CH:30]=[CH:29][C:28]4[C:33](=[CH:34][CH:35]=[C:26]([C:23]5[CH:22]=[CH:21][C:20]([C:17]6[NH:16][C:15]([C@@H:10]7[CH2:11][C@H:12]([CH3:14])[CH2:13][NH:9]7)=[N:19][CH:18]=6)=[CH:25][CH:24]=5)[CH:27]=4)[N:32]=3)=[CH:37][N:38]=2)[CH2:45]1. (2) Given the reactants [OH:1][C:2]1[CH:7]=[C:6]([OH:8])[CH:5]=[C:4]([OH:9])[C:3]=1[C:10](=[O:12])[CH3:11].[CH2:13]([NH2:17])[CH2:14][CH2:15][CH3:16], predict the reaction product. The product is: [OH2:1].[OH:1][C:2]1[CH:7]=[C:6]([OH:8])[CH:5]=[C:4]([OH:9])[C:3]=1[C:10](=[O:12])[CH3:11].[CH2:13]([NH2:17])[CH2:14][CH2:15][CH3:16].